This data is from Full USPTO retrosynthesis dataset with 1.9M reactions from patents (1976-2016). The task is: Predict the reactants needed to synthesize the given product. (1) Given the product [ClH:24].[NH2:7][CH2:8][CH:9]([NH:16][C:17]([C:18]1[CH:23]=[CH:22][C:21]([Cl:24])=[C:20]([NH:25][C:26]([C:28]2[C:29](=[O:40])[NH:30][C:31]3[C:36]([CH:37]=2)=[CH:35][N:34]=[C:33]([O:38][CH3:39])[CH:32]=3)=[O:27])[CH:19]=1)=[O:41])[C:10]1[CH:11]=[CH:12][CH:13]=[CH:14][CH:15]=1, predict the reactants needed to synthesize it. The reactants are: C(OC(=O)[NH:7][CH2:8][CH:9]([NH:16][C:17](=[O:41])[C:18]1[CH:23]=[CH:22][C:21]([Cl:24])=[C:20]([NH:25][C:26]([C:28]2[C:29](=[O:40])[NH:30][C:31]3[C:36]([CH:37]=2)=[CH:35][N:34]=[C:33]([O:38][CH3:39])[CH:32]=3)=[O:27])[CH:19]=1)[C:10]1[CH:15]=[CH:14][CH:13]=[CH:12][CH:11]=1)(C)(C)C. (2) Given the product [NH2:13][C:14]1[C:22]([Br:23])=[C:21]([CH3:24])[C:20]([Br:25])=[CH:19][C:15]=1[C:16]([NH:9][NH:8][C:6]1[CH:7]=[C:2]([Cl:1])[CH:3]=[CH:4][C:5]=1[S:10][CH2:11][CH3:12])=[O:17], predict the reactants needed to synthesize it. The reactants are: [Cl:1][C:2]1[CH:3]=[CH:4][C:5]([S:10][CH2:11][CH3:12])=[C:6]([NH:8][NH2:9])[CH:7]=1.[NH2:13][C:14]1[C:22]([Br:23])=[C:21]([CH3:24])[C:20]([Br:25])=[CH:19][C:15]=1[C:16](O)=[O:17].NC1C=CC(C(F)(F)F)=CC=1C(NCC1C=C(Br)C=CC=1S(CC)(=O)=O)=O.CN(C(ON1N=NC2C=CC=CC1=2)=[N+](C)C)C.F[P-](F)(F)(F)(F)F. (3) Given the product [C:1]([O:5][C:6](=[O:26])[NH:7][C@H:8]([C:18]1[C:23]([Br:24])=[CH:22][CH:21]=[C:20]([C:31]#[C:32][C:33]2([OH:37])[CH2:36][O:35][CH2:34]2)[N:19]=1)[CH2:9][C:10]1[CH:15]=[C:14]([F:16])[CH:13]=[C:12]([F:17])[CH:11]=1)([CH3:4])([CH3:3])[CH3:2], predict the reactants needed to synthesize it. The reactants are: [C:1]([O:5][C:6](=[O:26])[NH:7][C@H:8]([C:18]1[C:23]([Br:24])=[CH:22][CH:21]=[C:20](Br)[N:19]=1)[CH2:9][C:10]1[CH:15]=[C:14]([F:16])[CH:13]=[C:12]([F:17])[CH:11]=1)([CH3:4])([CH3:3])[CH3:2].C[Si]([C:31]#[C:32][C:33]1([OH:37])[CH2:36][O:35][CH2:34]1)(C)C.C(N(CC)CC)C.CCCC[N+](CCCC)(CCCC)CCCC.[F-]. (4) Given the product [CH3:3][O:4][C:5]1[CH:10]=[CH:9][C:8]([C:11]2[N:16]=[C:15]([N:17]3[CH2:25][CH2:24][CH2:23][C@@H:18]3[C:19]([OH:21])=[O:20])[CH:14]=[CH:13][CH:12]=2)=[CH:7][C:6]=1[CH:26]1[C:27]2[C:28](=[O:45])[CH2:29][C:30]([CH3:43])([CH3:44])[CH2:31][C:32]=2[O:33][C:34]2[CH2:35][C:36]([CH3:42])([CH3:41])[CH2:37][C:38](=[O:40])[C:39]1=2, predict the reactants needed to synthesize it. The reactants are: [OH-].[Li+].[CH3:3][O:4][C:5]1[CH:10]=[CH:9][C:8]([C:11]2[N:16]=[C:15]([N:17]3[CH2:25][CH2:24][CH2:23][C@@H:18]3[C:19]([O:21]C)=[O:20])[CH:14]=[CH:13][CH:12]=2)=[CH:7][C:6]=1[CH:26]1[C:39]2[C:38](=[O:40])[CH2:37][C:36]([CH3:42])([CH3:41])[CH2:35][C:34]=2[O:33][C:32]2[CH2:31][C:30]([CH3:44])([CH3:43])[CH2:29][C:28](=[O:45])[C:27]1=2.C1COCC1.O.O. (5) Given the product [F:36][C:35]([F:38])([F:37])[C:33]([O-:39])=[O:34].[F:36][C:35]([F:38])([F:37])[C:33]([O-:39])=[O:34].[NH2:1][C:2]1[NH+:11]=[CH:10][CH:9]=[C:8]2[C:3]=1[CH:4]=[C:5]([C:27]1[CH:28]=[CH:29][CH:30]=[CH:31][CH:32]=1)[C:6]([C:12]1[CH:13]=[CH:14][C:15]([CH2:16][NH3+:17])=[CH:25][CH:26]=1)=[N:7]2, predict the reactants needed to synthesize it. The reactants are: [NH2:1][C:2]1[N:11]=[CH:10][CH:9]=[C:8]2[C:3]=1[CH:4]=[C:5]([C:27]1[CH:32]=[CH:31][CH:30]=[CH:29][CH:28]=1)[C:6]([C:12]1[CH:26]=[CH:25][C:15]([CH2:16][NH:17]C(=O)OC(C)(C)C)=[CH:14][CH:13]=1)=[N:7]2.[C:33]([OH:39])([C:35]([F:38])([F:37])[F:36])=[O:34].